Dataset: Peptide-MHC class I binding affinity with 185,985 pairs from IEDB/IMGT. Task: Regression. Given a peptide amino acid sequence and an MHC pseudo amino acid sequence, predict their binding affinity value. This is MHC class I binding data. (1) The peptide sequence is YTYPCIPEY. The MHC is HLA-A31:01 with pseudo-sequence HLA-A31:01. The binding affinity (normalized) is 0.0847. (2) The peptide sequence is FTNKLINGY. The MHC is HLA-A26:01 with pseudo-sequence HLA-A26:01. The binding affinity (normalized) is 0.770. (3) The peptide sequence is MMMSTAVAF. The MHC is HLA-C14:02 with pseudo-sequence HLA-C14:02. The binding affinity (normalized) is 0.936. (4) The peptide sequence is PSLQYLALK. The MHC is Mamu-B8301 with pseudo-sequence YSEMYEQNSARTDVDTLYITYRDYTWAAQAYRSY. The binding affinity (normalized) is 0.545. (5) The peptide sequence is HQTLQDPRVR. The MHC is HLA-A68:01 with pseudo-sequence HLA-A68:01. The binding affinity (normalized) is 0.0773. (6) The peptide sequence is TQIGCTLNF. The MHC is HLA-B35:01 with pseudo-sequence HLA-B35:01. The binding affinity (normalized) is 0.0468.